This data is from Forward reaction prediction with 1.9M reactions from USPTO patents (1976-2016). The task is: Predict the product of the given reaction. (1) Given the reactants [Cl:1][C:2]1[N:3]=[CH:4][NH:5][C:6]=1[Cl:7].[OH-].[K+].[Br:10][CH2:11][CH2:12][CH2:13][CH3:14].[K+].[Br-].BrCC[C:20]1[C:29]2[C:24](=[CH:25][CH:26]=[CH:27][CH:28]=2)[CH:23]=[CH:22][CH:21]=1.[C:30](#N)[CH3:31], predict the reaction product. The product is: [Br-:10].[CH2:11]([N+:3]1[C:2]([Cl:1])=[C:6]([Cl:7])[N:5]([C:28]2[C:29]3[C:24](=[CH:23][CH:22]=[CH:21][CH:20]=3)[CH:25]=[CH:26][C:27]=2[CH2:30][CH3:31])[CH:4]=1)[CH2:12][CH2:13][CH3:14]. (2) Given the reactants [NH2:1][C:2]1[N:7]=[CH:6][N:5]=[C:4]2[N:8]([C:33]3[CH:38]=[CH:37][C:36]([CH:39]=O)=[CH:35][CH:34]=3)[N:9]=[C:10]([C:11]3[CH:16]=[CH:15][C:14]([NH:17][C:18](=[O:30])[C:19]4[CH:24]=[CH:23][C:22]([C:25]([F:28])([F:27])[F:26])=[CH:21][C:20]=4[F:29])=[C:13]([O:31][CH3:32])[CH:12]=3)[C:3]=12.[CH3:41][N:42]([CH3:47])[CH2:43][CH2:44][CH2:45][NH2:46].[C:48]([O:51][BH-]([O:51][C:48](=[O:50])[CH3:49])[O:51][C:48](=[O:50])[CH3:49])(=[O:50])[CH3:49].[Na+].[OH-].[Na+], predict the reaction product. The product is: [C:48]([OH:51])(=[O:50])[CH3:49].[NH2:1][C:2]1[N:7]=[CH:6][N:5]=[C:4]2[N:8]([C:33]3[CH:38]=[CH:37][C:36]([CH2:39][NH:46][CH2:45][CH2:44][CH2:43][N:42]([CH3:47])[CH3:41])=[CH:35][CH:34]=3)[N:9]=[C:10]([C:11]3[CH:16]=[CH:15][C:14]([NH:17][C:18](=[O:30])[C:19]4[CH:24]=[CH:23][C:22]([C:25]([F:28])([F:27])[F:26])=[CH:21][C:20]=4[F:29])=[C:13]([O:31][CH3:32])[CH:12]=3)[C:3]=12. (3) Given the reactants [CH:1]1[CH:5]=[C:4]([CH:6]=O)[O:3][CH:2]=1.[NH2:8][CH2:9][CH2:10][OH:11].C[C@H](NC([C@H]1N(C([C@@H](NC([C@@H](N)CC2C=CC(O)=CC=2)=O)CC(O)=O)=O)CCC1)=O)C(N1[C@H](C(N2[C@H](C(N3[C@H](C(N4[C@H](C(N5[C@H](C(N6[C@H](C(O)=O)CCC6)=O)CCC5)=O)CCC4)=O)CCC3)=O)CCC2)=O)CCC1)=O.[BH-](OC(C)=O)(OC(C)=O)OC(C)=O.[Na+], predict the reaction product. The product is: [O:3]1[CH:2]=[CH:1][CH:5]=[C:4]1[CH2:6][NH:8][CH2:9][CH2:10][OH:11]. (4) Given the reactants [F:1][C:2]1([F:31])[O:6][C:5]2[CH:7]=[CH:8][C:9]([C:11]3([C:14]([NH:16][C:17]4[CH:22]=[CH:21][C:20]([CH3:23])=[C:19]([C:24]5[CH:29]=[CH:28][C:27](=[O:30])[NH:26][CH:25]=5)[N:18]=4)=[O:15])[CH2:13][CH2:12]3)=[CH:10][C:4]=2[O:3]1.Br[CH2:33][CH2:34][NH:35]C(=O)OCCCC.C(=O)([O-])[O-].[K+].[K+], predict the reaction product. The product is: [NH2:35][CH2:34][CH2:33][N:26]1[C:27](=[O:30])[CH:28]=[CH:29][C:24]([C:19]2[N:18]=[C:17]([NH:16][C:14]([C:11]3([C:9]4[CH:8]=[CH:7][C:5]5[O:6][C:2]([F:1])([F:31])[O:3][C:4]=5[CH:10]=4)[CH2:13][CH2:12]3)=[O:15])[CH:22]=[CH:21][C:20]=2[CH3:23])=[CH:25]1. (5) Given the reactants [H-].[Na+].Cl[CH2:4][CH2:5][N:6]([CH2:14][CH2:15]Cl)[C:7](=[O:13])[O:8][C:9]([CH3:12])([CH3:11])[CH3:10].[Br:17][C:18]1[CH:19]=[C:20]([CH2:25][C:26]#[N:27])[CH:21]=[C:22]([F:24])[CH:23]=1, predict the reaction product. The product is: [Br:17][C:18]1[CH:19]=[C:20]([C:25]2([C:26]#[N:27])[CH2:15][CH2:14][N:6]([C:7]([O:8][C:9]([CH3:12])([CH3:11])[CH3:10])=[O:13])[CH2:5][CH2:4]2)[CH:21]=[C:22]([F:24])[CH:23]=1. (6) Given the reactants [Si:1]([O:18][CH2:19][C:20]1[C:25]([N:26]2[CH2:31][C@H:30]([CH3:32])[O:29][C@H:28]([CH3:33])[CH2:27]2)=[C:24]([Cl:34])[C:23]([F:35])=[CH:22][CH:21]=1)([C:14]([CH3:17])([CH3:16])[CH3:15])([C:8]1[CH:13]=[CH:12][CH:11]=[CH:10][CH:9]=1)[C:2]1[CH:7]=[CH:6][CH:5]=[CH:4][CH:3]=1.CON(C)[C:39]([C:41]1[CH:46]=[CH:45][N:44]=[CH:43][N:42]=1)=[O:40], predict the reaction product. The product is: [Si:1]([O:18][CH2:19][C:20]1[C:25]([N:26]2[CH2:31][C@H:30]([CH3:32])[O:29][C@H:28]([CH3:33])[CH2:27]2)=[C:24]([Cl:34])[C:23]([F:35])=[C:22]([C:39]([C:41]2[CH:46]=[CH:45][N:44]=[CH:43][N:42]=2)=[O:40])[CH:21]=1)([C:14]([CH3:16])([CH3:17])[CH3:15])([C:2]1[CH:7]=[CH:6][CH:5]=[CH:4][CH:3]=1)[C:8]1[CH:13]=[CH:12][CH:11]=[CH:10][CH:9]=1. (7) The product is: [N:51]([C@@H:23]1[CH2:24][C:25]2[C:30](=[CH:29][CH:28]=[CH:27][CH:26]=2)[C@H:22]1[NH:21][C:5]1[C:4]([CH:1]2[CH2:3][CH2:2]2)=[N:9][C:8]([C:10]2[CH:15]=[CH:14][C:13]([Cl:16])=[CH:12][C:11]=2[Cl:17])=[C:7]([CH:18]2[CH2:19][CH2:20]2)[N:6]=1)=[N+:52]=[N-:53]. Given the reactants [CH:1]1([C:4]2[C:5]([NH:21][C@@H:22]3[C:30]4[C:25](=[CH:26][CH:27]=[CH:28][CH:29]=4)[CH2:24][C@@H:23]3O)=[N:6][C:7]([CH:18]3[CH2:20][CH2:19]3)=[C:8]([C:10]3[CH:15]=[CH:14][C:13]([Cl:16])=[CH:12][C:11]=3[Cl:17])[N:9]=2)[CH2:3][CH2:2]1.C1C=CC(P(C2C=CC=CC=2)C2C=CC=CC=2)=CC=1.[NH:51]=[N+:52]=[N-:53].CCOC(/N=N/C(OCC)=O)=O, predict the reaction product. (8) Given the reactants B.C1COCC1.C1COCC1.[CH3:12][S:13][CH2:14][CH2:15][N:16]([C:30](=O)[C:31]1[CH:36]=[CH:35][C:34]([F:37])=[CH:33][CH:32]=1)[C:17]1[CH:22]=[CH:21][C:20]([S:23]([NH:26][C:27](=O)[CH3:28])(=[O:25])=[O:24])=[CH:19][CH:18]=1, predict the reaction product. The product is: [CH3:12][S:13][CH2:14][CH2:15][N:16]([CH2:30][C:31]1[CH:32]=[CH:33][C:34]([F:37])=[CH:35][CH:36]=1)[C:17]1[CH:18]=[CH:19][C:20]([S:23]([NH:26][CH2:27][CH3:28])(=[O:24])=[O:25])=[CH:21][CH:22]=1. (9) The product is: [Br:1][C:2]1[CH:3]=[N+:4]([O-:13])[CH:5]=[CH:6][C:7]=1[Cl:11]. Given the reactants [Br:1][C:2]1[CH:3]=[N:4][CH:5]=[CH:6][C:7]=1[N+]([O-])=O.[ClH:11].C[OH:13], predict the reaction product. (10) Given the reactants O[CH2:2][CH2:3][O:4][CH2:5][CH2:6][NH:7][C:8](=[O:14])[O:9][C:10]([CH3:13])([CH3:12])[CH3:11].C1(P(C2C=CC=CC=2)C2C=CC=CC=2)C=CC=CC=1.[N:34]([C:41](OCC)=O)=NC(OCC)=O.C1(C)C=CC=CC=1.OC(C)(C)C#N, predict the reaction product. The product is: [C:41]([CH2:2][CH2:3][O:4][CH2:5][CH2:6][NH:7][C:8](=[O:14])[O:9][C:10]([CH3:13])([CH3:12])[CH3:11])#[N:34].